From a dataset of Reaction yield outcomes from USPTO patents with 853,638 reactions. Predict the reaction yield, written as a fraction of the theoretical maximum amount of product (1.0 means a 100% yield; for example, 0.34 means a 34% yield). The reactants are [F:1][C:2]([F:12])([F:11])[O:3][C:4]1[CH:5]=[C:6]([CH:8]=[CH:9][CH:10]=1)[NH2:7].[F:13][C:14]([F:19])([F:18])[CH:15]1[O:17][CH2:16]1. No catalyst specified. The product is [F:1][C:2]([F:11])([F:12])[O:3][C:4]1[CH:5]=[C:6]([NH:7][CH2:16][CH:15]([OH:17])[C:14]([F:19])([F:18])[F:13])[CH:8]=[CH:9][CH:10]=1. The yield is 0.880.